From a dataset of Full USPTO retrosynthesis dataset with 1.9M reactions from patents (1976-2016). Predict the reactants needed to synthesize the given product. (1) Given the product [N:16]1[CH:17]=[CH:18][C:13]([C:12]2[C:8]([C:5]3[CH:6]=[CH:7][C:2]([C:20]#[C:19][Si:21]([CH3:24])([CH3:23])[CH3:22])=[N:3][CH:4]=3)=[N:9][NH:10][CH:11]=2)=[CH:14][CH:15]=1, predict the reactants needed to synthesize it. The reactants are: Br[C:2]1[CH:7]=[CH:6][C:5]([C:8]2[C:12]([C:13]3[CH:18]=[CH:17][N:16]=[CH:15][CH:14]=3)=[CH:11][NH:10][N:9]=2)=[CH:4][N:3]=1.[C:19]([Si:21]([CH3:24])([CH3:23])[CH3:22])#[CH:20]. (2) Given the product [OH:25][CH2:24][C@H:23]([NH:22][S:17]([C:11]1[CH:10]=[CH:9][CH:8]=[CH:13][C:12]=1[N+:14]([O-:16])=[O:15])(=[O:19])=[O:18])[C@@H:26]1[CH2:27][C@@H:28]([CH3:32])[C:29](=[O:31])[O:30]1, predict the reactants needed to synthesize it. The reactants are: C(N(CC)CC)C.[CH:8]1[CH:13]=[C:12]([N+:14]([O-:16])=[O:15])[C:11]([S:17](Cl)(=[O:19])=[O:18])=[CH:10][CH:9]=1.Cl.[NH2:22][C@H:23]([C@H:26]1[O:30][C:29](=[O:31])[C@H:28]([CH3:32])[CH2:27]1)[CH2:24][OH:25].O1CCCC1. (3) Given the product [CH2:18]([O:17][C:11]1([O:14][CH2:15][CH3:16])[CH2:10][CH2:9][N:8]([C:1]([O:36][CH2:35][CH:33]2[C:34]3[CH:22]=[CH:23][CH:24]=[CH:25][C:26]=3[C:27]3[C:32]2=[CH:31][CH:30]=[CH:29][CH:28]=3)=[O:48])[CH2:13][CH2:12]1)[CH3:19], predict the reactants needed to synthesize it. The reactants are: [CH2:1]([N:8]1[CH2:13][CH2:12][C:11]([O:17][CH2:18][CH3:19])([O:14][CH2:15][CH3:16])[CH2:10][CH2:9]1)C1C=CC=CC=1.[H][H].[CH:22]1[C:34]2[CH:33]([CH2:35][O:36]C(ON3C(=O)CCC3=O)=O)[C:32]3[C:27](=[CH:28][CH:29]=[CH:30][CH:31]=3)[C:26]=2[CH:25]=[CH:24][CH:23]=1.C(=O)(O)[O-:48].[Na+].